From a dataset of Full USPTO retrosynthesis dataset with 1.9M reactions from patents (1976-2016). Predict the reactants needed to synthesize the given product. (1) Given the product [Cl:13][C:3]1[CH:4]=[C:5]([N+:10]([O-:12])=[O:11])[C:6]([O:8][CH3:9])=[CH:7][C:2]=1[CH:14]=[CH2:15], predict the reactants needed to synthesize it. The reactants are: Br[C:2]1[CH:7]=[C:6]([O:8][CH3:9])[C:5]([N+:10]([O-:12])=[O:11])=[CH:4][C:3]=1[Cl:13].[CH2:14](N(CC)CC)[CH3:15].O. (2) Given the product [Br:1][C:2]1[CH:7]=[C:6]([Br:8])[C:5]2[O:11][CH2:10][N:16]([C:12]([CH3:15])([CH3:14])[CH3:13])[CH2:17][C:4]=2[CH:3]=1, predict the reactants needed to synthesize it. The reactants are: [Br:1][C:2]1[CH:7]=[C:6]([Br:8])[CH:5]=[CH:4][C:3]=1O.[CH2:10]=[O:11].[C:12]([NH2:16])([CH3:15])([CH3:14])[CH3:13].[CH:17](O)(C)C. (3) Given the product [Br:1][C:2]1[C:3]([N:19]2[CH2:24][CH2:23][CH2:22][C@@H:21]([NH:25][C:26](=[O:32])[O:27][C:28]([CH3:30])([CH3:29])[CH3:31])[CH2:20]2)=[C:4]2[C:10]([NH:11][C:12](=[O:17])[CH2:13][CH:14]([CH3:16])[CH3:15])=[CH:9][NH:8][C:5]2=[N:6][CH:7]=1, predict the reactants needed to synthesize it. The reactants are: [Br:1][C:2]1[C:3](F)=[C:4]2[C:10]([NH:11][C:12](=[O:17])[CH2:13][CH:14]([CH3:16])[CH3:15])=[CH:9][NH:8][C:5]2=[N:6][CH:7]=1.[NH:19]1[CH2:24][CH2:23][CH2:22][C@@H:21]([NH:25][C:26](=[O:32])[O:27][C:28]([CH3:31])([CH3:30])[CH3:29])[CH2:20]1.C(N(CC)CC)C. (4) Given the product [F:1][C:2]1[CH:20]=[CH:19][C:5]2[N:6]([CH2:26][CH2:25][O:24][CH3:23])[C:7](=[N:9][C:10]([CH:12]3[C:13]([CH3:18])([CH3:17])[C:14]3([CH3:16])[CH3:15])=[O:11])[S:8][C:4]=2[CH:3]=1, predict the reactants needed to synthesize it. The reactants are: [F:1][C:2]1[CH:20]=[CH:19][C:5]2[N:6]=[C:7]([NH:9][C:10]([CH:12]3[C:14]([CH3:16])([CH3:15])[C:13]3([CH3:18])[CH3:17])=[O:11])[S:8][C:4]=2[CH:3]=1.[H-].[Na+].[CH3:23][O:24][CH2:25][CH2:26]Br.